From a dataset of Full USPTO retrosynthesis dataset with 1.9M reactions from patents (1976-2016). Predict the reactants needed to synthesize the given product. (1) Given the product [Cl:16][C:17]1[CH:18]=[N:19][CH:20]=[CH:21][C:22]=1[C:23]1[N:24]([CH2:2][C:3]2[C:12]3[C:7](=[C:8]([F:14])[C:9]([F:13])=[CH:10][CH:11]=3)[NH:6][C:5](=[O:15])[CH:4]=2)[C:25]2[CH:31]=[CH:30][CH:29]=[CH:28][C:26]=2[N:27]=1, predict the reactants needed to synthesize it. The reactants are: Br[CH2:2][C:3]1[C:12]2[C:7](=[C:8]([F:14])[C:9]([F:13])=[CH:10][CH:11]=2)[NH:6][C:5](=[O:15])[CH:4]=1.[Cl:16][C:17]1[CH:18]=[N:19][CH:20]=[CH:21][C:22]=1[C:23]1[NH:27][C:26]2[CH:28]=[CH:29][CH:30]=[CH:31][C:25]=2[N:24]=1. (2) Given the product [I:16][C:11]1[CH:10]=[C:9]([NH:8][C:6]([C:5]2[CH:17]=[CH:18][C:2]([N:31]3[CH2:32][CH2:33][CH:28]([C:24]4[CH:25]=[CH:26][CH:27]=[C:22]([C:21]([F:20])([F:34])[F:35])[CH:23]=4)[CH2:29][CH2:30]3)=[N:3][CH:4]=2)=[O:7])[CH:14]=[CH:13][C:12]=1[CH3:15], predict the reactants needed to synthesize it. The reactants are: Cl[C:2]1[CH:18]=[CH:17][C:5]([C:6]([NH:8][C:9]2[CH:14]=[CH:13][C:12]([CH3:15])=[C:11]([I:16])[CH:10]=2)=[O:7])=[CH:4][N:3]=1.Cl.[F:20][C:21]([F:35])([F:34])[C:22]1[CH:23]=[C:24]([CH:28]2[CH2:33][CH2:32][NH:31][CH2:30][CH2:29]2)[CH:25]=[CH:26][CH:27]=1.IC1C=C(NC(=O)C2C=CC(N3CCOCC3)=NC=2)C=CC=1C. (3) The reactants are: C([O-])([O-])=O.[K+].[K+].Cl[C:8]1[CH:13]=[CH:12][C:11]([CH2:14][Cl:15])=[CH:10][N:9]=1.C1OCCOCCOCCOCCOCCOC1.[CH2:34]([O:36][C:37]([C:39]1[C:47]2[C:42](=[CH:43][CH:44]=[C:45]([OH:48])[CH:46]=2)[N:41]([C:49]2[CH:54]=[CH:53][C:52]([O:55][C:56]([F:59])([F:58])[F:57])=[CH:51][CH:50]=2)[C:40]=1[CH2:60][C:61]([O:63][CH2:64][CH3:65])=[O:62])=[O:38])[CH3:35]. Given the product [CH2:34]([O:36][C:37]([C:39]1[C:47]2[C:42](=[CH:43][CH:44]=[C:45]([O:48][C:8]3[CH:13]=[CH:12][C:11]([CH2:14][Cl:15])=[CH:10][N:9]=3)[CH:46]=2)[N:41]([C:49]2[CH:50]=[CH:51][C:52]([O:55][C:56]([F:59])([F:57])[F:58])=[CH:53][CH:54]=2)[C:40]=1[CH2:60][C:61]([O:63][CH2:64][CH3:65])=[O:62])=[O:38])[CH3:35], predict the reactants needed to synthesize it.